From a dataset of Catalyst prediction with 721,799 reactions and 888 catalyst types from USPTO. Predict which catalyst facilitates the given reaction. (1) Product: [CH2:1]([O:8][C@@H:9]1[C@@H:15]([O:16][CH2:17][C:18]2[CH:19]=[CH:20][CH:21]=[CH:22][CH:23]=2)[C@H:14]([O:24][CH2:25][C:26]2[CH:31]=[CH:30][CH:29]=[CH:28][CH:27]=2)[C@@H:13]([CH2:32][O:33][CH2:34][C:35]2[CH:40]=[CH:39][CH:38]=[CH:37][CH:36]=2)[O:12][C@H:10]1[C:41]1[S:45][C:44]2[C:46]([CH2:50][C:51]3[CH:52]=[CH:53][C:54]([CH3:57])=[CH:55][CH:56]=3)=[CH:47][CH:48]=[CH:49][C:43]=2[CH:42]=1)[C:2]1[CH:7]=[CH:6][CH:5]=[CH:4][CH:3]=1. Reactant: [CH2:1]([O:8][C@@H:9]1[C@@H:15]([O:16][CH2:17][C:18]2[CH:23]=[CH:22][CH:21]=[CH:20][CH:19]=2)[C@H:14]([O:24][CH2:25][C:26]2[CH:31]=[CH:30][CH:29]=[CH:28][CH:27]=2)[C@@H:13]([CH2:32][O:33][CH2:34][C:35]2[CH:40]=[CH:39][CH:38]=[CH:37][CH:36]=2)[O:12][C:10]1([C:41]1[S:45][C:44]2[C:46]([CH2:50][C:51]3[CH:56]=[CH:55][C:54]([CH3:57])=[CH:53][CH:52]=3)=[CH:47][CH:48]=[CH:49][C:43]=2[CH:42]=1)O)[C:2]1[CH:7]=[CH:6][CH:5]=[CH:4][CH:3]=1.C([SiH](CC)CC)C.C(=O)([O-])[O-].[K+].[K+]. The catalyst class is: 10. (2) Reactant: [Cl:1][C:2]1[C:3]([CH2:12][O:13][C:14]2[CH:19]=[CH:18][C:17]([F:20])=[C:16]([Cl:21])[CH:15]=2)=[CH:4][C:5]2[O:9][N:8]=[C:7]([NH2:10])[C:6]=2[CH:11]=1.[CH3:22][S:23](Cl)(=[O:25])=[O:24].C(N(CC)CC)C. Product: [Cl:1][C:2]1[C:3]([CH2:12][O:13][C:14]2[CH:19]=[CH:18][C:17]([F:20])=[C:16]([Cl:21])[CH:15]=2)=[CH:4][C:5]2[O:9][N:8]=[C:7]([NH:10][S:23]([CH3:22])(=[O:25])=[O:24])[C:6]=2[CH:11]=1. The catalyst class is: 2. (3) Reactant: [NH2:1][C:2]1[C:11]2[N:12]=[C:13]([CH3:29])[N:14]([CH2:15][CH2:16][CH2:17][CH2:18][N:19]([O:27][CH3:28])[C:20]([NH:22][Si](C)(C)C)=[O:21])[C:10]=2[C:9]2[CH:8]=[CH:7][CH:6]=[CH:5][C:4]=2[N:3]=1.Cl. Product: [NH2:1][C:2]1[C:11]2[N:12]=[C:13]([CH3:29])[N:14]([CH2:15][CH2:16][CH2:17][CH2:18][N:19]([O:27][CH3:28])[C:20]([NH2:22])=[O:21])[C:10]=2[C:9]2[CH:8]=[CH:7][CH:6]=[CH:5][C:4]=2[N:3]=1. The catalyst class is: 7. (4) Reactant: [CH3:1][NH:2][C@@H:3]1[CH2:7][CH2:6][N:5]([C:8]2[CH:13]=[CH:12][C:11]([NH:14][C:15]([N:17]3[CH2:22][CH2:21][CH:20]([C:23]4[CH:28]=[CH:27][C:26]([Cl:29])=[CH:25][CH:24]=4)[CH2:19][CH2:18]3)=[O:16])=[CH:10][CH:9]=2)[CH2:4]1.C(=O)([O-])[O-].[K+].[K+].Br[C:37]1[N:42]=[CH:41][CH:40]=[CH:39][N:38]=1. Product: [CH3:1][N:2]([C:37]1[N:42]=[CH:41][CH:40]=[CH:39][N:38]=1)[C@@H:3]1[CH2:7][CH2:6][N:5]([C:8]2[CH:9]=[CH:10][C:11]([NH:14][C:15]([N:17]3[CH2:18][CH2:19][CH:20]([C:23]4[CH:24]=[CH:25][C:26]([Cl:29])=[CH:27][CH:28]=4)[CH2:21][CH2:22]3)=[O:16])=[CH:12][CH:13]=2)[CH2:4]1. The catalyst class is: 60. (5) Reactant: Cl[CH:2]([N:7]=[C:8](Cl)[C:9]1[CH:14]=[CH:13][C:12]([Cl:15])=[CH:11][CH:10]=1)[C:3]([F:6])([F:5])[F:4].[C:17]([O:21][CH3:22])(=[O:20])[CH:18]=[CH2:19].N12CCCN=C1CCCCC2. Product: [Cl:15][C:12]1[CH:13]=[CH:14][C:9]([C:8]2[NH:7][C:2]([C:3]([F:6])([F:5])[F:4])=[CH:19][C:18]=2[C:17]([O:21][CH3:22])=[O:20])=[CH:10][CH:11]=1. The catalyst class is: 9.